This data is from Catalyst prediction with 721,799 reactions and 888 catalyst types from USPTO. The task is: Predict which catalyst facilitates the given reaction. Reactant: C[O:2][C:3]([C:5]1[CH:6]=[CH:7][C:8]2[O:12][C:11]([CH:13]([CH:16]([C:18]3[CH:23]=[CH:22][C:21]([O:24][CH2:25][C:26](=[O:31])[C:27]([CH3:30])([CH3:29])[CH3:28])=[C:20]([CH2:32][CH3:33])[CH:19]=3)[CH3:17])[CH2:14][CH3:15])=[CH:10][C:9]=2[CH:34]=1)=[O:4].[OH-].[Na+]. Product: [CH3:29][C:27]([CH3:28])([CH3:30])[C:26](=[O:31])[CH2:25][O:24][C:21]1[CH:22]=[CH:23][C:18]([CH:16]([CH:13]([C:11]2[O:12][C:8]3[CH:7]=[CH:6][C:5]([C:3]([OH:4])=[O:2])=[CH:34][C:9]=3[CH:10]=2)[CH2:14][CH3:15])[CH3:17])=[CH:19][C:20]=1[CH2:32][CH3:33]. The catalyst class is: 92.